From a dataset of Forward reaction prediction with 1.9M reactions from USPTO patents (1976-2016). Predict the product of the given reaction. (1) Given the reactants N1([CH:6]=[CH:7][C:8]([O:10][CH2:11][CH3:12])=[O:9])CCCC1.CCN(CC)CC.[N+:20]([CH2:23][CH2:24][CH3:25])([O-:22])=O.O=P(Cl)(Cl)Cl, predict the reaction product. The product is: [CH2:24]([C:23]1[C:7]([C:8]([O:10][CH2:11][CH3:12])=[O:9])=[CH:6][O:22][N:20]=1)[CH3:25]. (2) The product is: [CH:10]1([CH2:9][O:8][C:3]2[CH:4]=[N:5][CH:6]=[CH:7][C:2]=2[B:13]2[O:17][C:16]([CH3:19])([CH3:18])[C:15]([CH3:21])([CH3:20])[O:14]2)[CH2:12][CH2:11]1. Given the reactants Br[C:2]1[CH:7]=[CH:6][N:5]=[CH:4][C:3]=1[O:8][CH2:9][CH:10]1[CH2:12][CH2:11]1.[B:13]1([B:13]2[O:17][C:16]([CH3:19])([CH3:18])[C:15]([CH3:21])([CH3:20])[O:14]2)[O:17][C:16]([CH3:19])([CH3:18])[C:15]([CH3:21])([CH3:20])[O:14]1.C([O-])(=O)C.[K+], predict the reaction product. (3) Given the reactants C1N2CN3CN(C2)CN1C3.[CH3:11][O:12][C:13]1[CH:30]=[CH:29][C:16]([CH2:17][N:18]2[C:22](=[O:23])[C:21]3=[CH:24][CH:25]=[CH:26][CH:27]=[C:20]3[C:19]2=[O:28])=[CH:15][CH:14]=1.FC(F)(F)[C:33](O)=[O:34].C(=O)([O-])[O-].[K+].[K+], predict the reaction product. The product is: [CH:33]([C:30]1[CH:29]=[C:16]([CH:15]=[CH:14][C:13]=1[O:12][CH3:11])[CH2:17][N:18]1[C:22](=[O:23])[C:21]2=[CH:24][CH:25]=[CH:26][CH:27]=[C:20]2[C:19]1=[O:28])=[O:34]. (4) Given the reactants [NH2:1][S:2]([C:5]1[CH:6]=[CH:7][C:8](F)=[C:9]([CH:13]=1)[C:10]([OH:12])=[O:11])(=[O:4])=[O:3].[NH2:15][NH2:16].O, predict the reaction product. The product is: [NH2:1][S:2]([C:5]1[CH:6]=[CH:7][C:8]([NH:15][NH2:16])=[C:9]([CH:13]=1)[C:10]([OH:12])=[O:11])(=[O:4])=[O:3]. (5) The product is: [Cl:24][C:21]1[CH:20]=[CH:19][C:18]([C:12]2[C:11]3[CH2:10][CH2:9][NH:8][CH2:17][CH2:16][C:15]=3[N:14]([CH2:26][CH2:27][C:28]3[CH:33]=[CH:32][CH:31]=[CH:30][CH:29]=3)[N:13]=2)=[CH:23][CH:22]=1. Given the reactants C(OC([N:8]1[CH2:17][CH2:16][C:15]2[NH:14][N:13]=[C:12]([C:18]3[CH:23]=[CH:22][C:21]([Cl:24])=[CH:20][CH:19]=3)[C:11]=2[CH2:10][CH2:9]1)=O)(C)(C)C.Cl[CH2:26][CH2:27][C:28]1[CH:33]=[CH:32][CH:31]=[CH:30][CH:29]=1.C(OC(N1CCC2C(=C(C3C=CC(Cl)=CC=3)N(CCC3C=CC=CC=3)N=2)CC1)=O)(C)(C)C, predict the reaction product.